Predict the reactants needed to synthesize the given product. From a dataset of Full USPTO retrosynthesis dataset with 1.9M reactions from patents (1976-2016). (1) Given the product [C:1]([O:5][C:6](=[O:13])[NH:7][CH:8]1[CH2:9][C:10]2([O:22][CH2:12]2)[CH2:11]1)([CH3:4])([CH3:3])[CH3:2], predict the reactants needed to synthesize it. The reactants are: [C:1]([O:5][C:6](=[O:13])[NH:7][CH:8]1[CH2:11][C:10](=[CH2:12])[CH2:9]1)([CH3:4])([CH3:3])[CH3:2].ClC1C=CC=C(C(OO)=[O:22])C=1. (2) Given the product [CH:23]1([NH:14][C:2]2[C:3]([CH3:13])=[N:4][N:5]([C:7]3[CH:8]=[N:9][CH:10]=[CH:11][CH:12]=3)[CH:6]=2)[CH2:22][CH2:24]1, predict the reactants needed to synthesize it. The reactants are: I[C:2]1[C:3]([CH3:13])=[N:4][N:5]([C:7]2[CH:8]=[N:9][CH:10]=[CH:11][CH:12]=2)[CH:6]=1.[N:14]1[C:23]2[CH:22]([C:24](=O)C)CCCC=2C=CC=1.C1(N)CC1.C(=O)([O-])[O-].[Cs+].[Cs+].